Predict the reaction yield, written as a fraction of the theoretical maximum amount of product (1.0 means a 100% yield; for example, 0.34 means a 34% yield). From a dataset of Reaction yield outcomes from USPTO patents with 853,638 reactions. (1) The reactants are [C:1]([NH:4][C@H:5]1[C@@H:11]([OH:12])[C@H:10]([OH:13])[C@@H:9]([CH2:14][OH:15])[O:8][CH:6]1[OH:7])(=[O:3])[CH3:2].C(O[C:20](=[O:22])[CH3:21])(=O)C. The catalyst is N1C=CC=CC=1.CN(C1C=CN=CC=1)C. The product is [C:1]([O:7][CH:6]1[O:8][C@H:9]([CH2:14][O:15][C:20](=[O:22])[CH3:21])[C@@H:10]([O:13][C:9](=[O:8])[CH3:10])[C@H:11]([O:12][C:6](=[O:7])[CH3:5])[C@@H:5]1[NH:4][C:1](=[O:3])[CH3:2])(=[O:3])[CH3:2]. The yield is 0.940. (2) The reactants are [NH:1]1[C:9]2[C:4](=[CH:5][C:6]([CH2:10][NH:11][CH3:12])=[CH:7][CH:8]=2)[CH:3]=[CH:2]1.Cl.[O:14]=[C:15]1[NH:24][C:23]2[N:22]=[CH:21][C:20](/[CH:25]=[CH:26]/[C:27]([OH:29])=O)=[CH:19][C:18]=2[CH2:17][CH2:16]1. No catalyst specified. The product is [NH:1]1[C:9]2[C:4](=[CH:5][C:6]([CH2:10][N:11]([CH3:12])[C:27](=[O:29])/[CH:26]=[CH:25]/[C:20]3[CH:21]=[N:22][C:23]4[NH:24][C:15](=[O:14])[CH2:16][CH2:17][C:18]=4[CH:19]=3)=[CH:7][CH:8]=2)[CH:3]=[CH:2]1. The yield is 0.390.